From a dataset of CYP3A4 inhibition data for predicting drug metabolism from PubChem BioAssay. Regression/Classification. Given a drug SMILES string, predict its absorption, distribution, metabolism, or excretion properties. Task type varies by dataset: regression for continuous measurements (e.g., permeability, clearance, half-life) or binary classification for categorical outcomes (e.g., BBB penetration, CYP inhibition). Dataset: cyp3a4_veith. (1) The molecule is CC(C)Oc1cccc(-n2c(CCc3c[nH]c4ccc(Br)cc34)nc3ccccc3c2=O)c1. The result is 1 (inhibitor). (2) The compound is O=C(O)[C@@H]1C[C@H]1[C@@H](NP(=O)(c1ccccc1)c1ccccc1)c1ccccc1. The result is 0 (non-inhibitor). (3) The drug is O=c1c2cnn(-c3ccccc3)c2nc(-c2cccs2)n1-c1ccc(Br)cc1. The result is 0 (non-inhibitor).